The task is: Regression. Given two drug SMILES strings and cell line genomic features, predict the synergy score measuring deviation from expected non-interaction effect.. This data is from NCI-60 drug combinations with 297,098 pairs across 59 cell lines. (1) Drug 1: CC12CCC(CC1=CCC3C2CCC4(C3CC=C4C5=CN=CC=C5)C)O. Synergy scores: CSS=34.4, Synergy_ZIP=1.76, Synergy_Bliss=7.78, Synergy_Loewe=-9.99, Synergy_HSA=7.92. Drug 2: COCCOC1=C(C=C2C(=C1)C(=NC=N2)NC3=CC=CC(=C3)C#C)OCCOC.Cl. Cell line: TK-10. (2) Drug 1: C1CC(C1)(C(=O)O)C(=O)O.[NH2-].[NH2-].[Pt+2]. Drug 2: CC12CCC3C(C1CCC2O)C(CC4=C3C=CC(=C4)O)CCCCCCCCCS(=O)CCCC(C(F)(F)F)(F)F. Cell line: COLO 205. Synergy scores: CSS=5.39, Synergy_ZIP=-1.04, Synergy_Bliss=-1.97, Synergy_Loewe=-3.19, Synergy_HSA=-3.50. (3) Drug 1: CC12CCC(CC1=CCC3C2CCC4(C3CC=C4C5=CN=CC=C5)C)O. Drug 2: CS(=O)(=O)OCCCCOS(=O)(=O)C. Cell line: HCC-2998. Synergy scores: CSS=12.1, Synergy_ZIP=5.84, Synergy_Bliss=5.10, Synergy_Loewe=-1.51, Synergy_HSA=1.25. (4) Cell line: K-562. Drug 2: B(C(CC(C)C)NC(=O)C(CC1=CC=CC=C1)NC(=O)C2=NC=CN=C2)(O)O. Drug 1: C1CCC(C1)C(CC#N)N2C=C(C=N2)C3=C4C=CNC4=NC=N3. Synergy scores: CSS=2.10, Synergy_ZIP=-1.50, Synergy_Bliss=2.55, Synergy_Loewe=1.71, Synergy_HSA=-0.895. (5) Drug 1: C1=CN(C(=O)N=C1N)C2C(C(C(O2)CO)O)O.Cl. Drug 2: C1=NNC2=C1C(=O)NC=N2. Cell line: DU-145. Synergy scores: CSS=37.5, Synergy_ZIP=-3.26, Synergy_Bliss=-1.05, Synergy_Loewe=-42.7, Synergy_HSA=-2.19. (6) Drug 1: CN(C)C1=NC(=NC(=N1)N(C)C)N(C)C. Drug 2: C1CN(CCN1C(=O)CCBr)C(=O)CCBr. Cell line: A549. Synergy scores: CSS=14.5, Synergy_ZIP=-9.15, Synergy_Bliss=1.43, Synergy_Loewe=-22.8, Synergy_HSA=-2.01. (7) Drug 1: C1=CC(=C2C(=C1NCCNCCO)C(=O)C3=C(C=CC(=C3C2=O)O)O)NCCNCCO. Drug 2: CCCCC(=O)OCC(=O)C1(CC(C2=C(C1)C(=C3C(=C2O)C(=O)C4=C(C3=O)C=CC=C4OC)O)OC5CC(C(C(O5)C)O)NC(=O)C(F)(F)F)O. Cell line: UACC62. Synergy scores: CSS=36.2, Synergy_ZIP=-2.94, Synergy_Bliss=-4.69, Synergy_Loewe=-9.62, Synergy_HSA=-3.45.